Dataset: Full USPTO retrosynthesis dataset with 1.9M reactions from patents (1976-2016). Task: Predict the reactants needed to synthesize the given product. (1) Given the product [Cl:3][C:7]1[C:12]([C:13]#[N:14])=[CH:11][C:10]([CH3:15])=[C:9]([CH3:16])[N:8]=1, predict the reactants needed to synthesize it. The reactants are: P(Cl)(Cl)([Cl:3])=O.O=[C:7]1[C:12]([C:13]#[N:14])=[CH:11][C:10]([CH3:15])=[C:9]([CH3:16])[NH:8]1. (2) Given the product [NH2:19][CH2:2][C:3]1[CH:12]=[CH:11][C:6]2[N:7]=[C:8]([CH3:10])[NH:9][C:5]=2[CH:4]=1, predict the reactants needed to synthesize it. The reactants are: O[CH2:2][C:3]1[CH:12]=[CH:11][C:6]2[N:7]=[C:8]([CH3:10])[NH:9][C:5]=2[CH:4]=1.CCOC(C)=O.[NH4+:19].[OH-]. (3) Given the product [Cl:13][C:14]1[CH:19]=[C:18]([NH:1][C:2]2[CH:12]=[CH:11][CH:10]=[CH:9][C:3]=2[C:4]([NH:6][O:7][CH3:8])=[O:5])[C:17]([Cl:21])=[CH:16][N:15]=1, predict the reactants needed to synthesize it. The reactants are: [NH2:1][C:2]1[CH:12]=[CH:11][CH:10]=[CH:9][C:3]=1[C:4]([NH:6][O:7][CH3:8])=[O:5].[Cl:13][C:14]1[CH:19]=[C:18](I)[C:17]([Cl:21])=[CH:16][N:15]=1.CC1(C)C2C=CC=C(P(C3C=CC=CC=3)C3C=CC=CC=3)C=2OC2C1=CC=CC=2P(C1C=CC=CC=1)C1C=CC=CC=1.C(=O)([O-])[O-].[Cs+].[Cs+]. (4) Given the product [Br:1][C:10]1[S:9][C:13]2[C:14]3[CH:22]=[N:21][CH:20]=[CH:19][C:15]=3[O:16][CH2:17][CH2:18][C:12]=2[CH:11]=1, predict the reactants needed to synthesize it. The reactants are: [Br:1]N1C(=O)CCC1=O.[S:9]1[C:13]2[C:14]3[CH:22]=[N:21][CH:20]=[CH:19][C:15]=3[O:16][CH2:17][CH2:18][C:12]=2[CH:11]=[CH:10]1.O. (5) Given the product [CH2:19]([C:18]1[CH:17]=[CH:16][C:15]([C:20]([C:22]2[CH:27]=[CH:26][CH:25]=[CH:24][CH:23]=2)=[C:4]2[CH2:3][C:2]([CH3:11])([CH3:1])[CH2:7][C:6]([CH3:9])([CH3:8])[CH2:5]2)=[CH:14][C:13]=1[OH:12])[CH3:29], predict the reactants needed to synthesize it. The reactants are: [CH3:1][C:2]1([CH3:11])[CH2:7][C:6]([CH3:9])([CH3:8])[CH2:5][C:4](=O)[CH2:3]1.[OH:12][C:13]1[CH:14]=[C:15]([C:20]([C:22]2[CH:27]=[CH:26][CH:25]=[CH:24][CH:23]=2)=O)[CH:16]=[CH:17][C:18]=1[CH3:19].Cl.[CH2:29]1COCC1. (6) The reactants are: [C:1](Cl)(=[O:5])[C:2](Cl)=O.CS(C)=O.[N:11]1[CH:16]=[CH:15][C:14](CCCO)=[CH:13][CH:12]=1.[CH2:21](N(CC)CC)C. Given the product [N:11]1[CH:12]=[CH:13][CH:14]=[CH:15][C:16]=1[CH2:21][CH2:2][CH:1]=[O:5], predict the reactants needed to synthesize it. (7) Given the product [CH:9]12[CH2:16][CH:13]([CH2:12][NH:11][CH2:10]1)[CH2:14][C:15]1[C:4]([OH:3])=[CH:5][CH:6]=[CH:7][C:8]2=1, predict the reactants needed to synthesize it. The reactants are: Cl.C[O:3][C:4]1[C:15]2[CH2:14][CH:13]3[CH2:16][CH:9]([CH2:10][NH:11][CH2:12]3)[C:8]=2[CH:7]=[CH:6][CH:5]=1.[OH-].[Na+].